This data is from Reaction yield outcomes from USPTO patents with 853,638 reactions. The task is: Predict the reaction yield, written as a fraction of the theoretical maximum amount of product (1.0 means a 100% yield; for example, 0.34 means a 34% yield). (1) The reactants are [F:1][C:2]([F:24])([F:23])[C:3]1[N:8]=[CH:7][C:6]([CH:9]2[CH2:14][CH:13]([C:15]([O:17]C)=[O:16])[CH2:12][CH2:11][N:10]2[C:19]([O:21][CH3:22])=[O:20])=[CH:5][CH:4]=1.[Br-].[Li+].CCN(CC)CC.CC(OC)(C)C. The catalyst is C(#N)C.O. The product is [CH3:22][O:21][C:19]([N:10]1[CH2:11][CH2:12][CH:13]([C:15]([OH:17])=[O:16])[CH2:14][CH:9]1[C:6]1[CH:7]=[N:8][C:3]([C:2]([F:23])([F:1])[F:24])=[CH:4][CH:5]=1)=[O:20]. The yield is 0.900. (2) The yield is 0.720. The product is [Br:14][CH2:15][CH2:16][O:13][C:5]1[CH:6]=[CH:7][C:8]([N+:10]([O-:12])=[O:11])=[CH:9][C:4]=1[O:3][CH3:2]. The reactants are [K].[CH3:2][O:3][C:4]1[CH:9]=[C:8]([N+:10]([O-:12])=[O:11])[CH:7]=[CH:6][C:5]=1[OH:13].[Br:14][CH2:15][CH2:16]Br.[OH-].[K+]. The catalyst is [Br-].C([N+](CCCC)(CCCC)CCCC)CCC.CCOC(C)=O.C(Cl)Cl. (3) The yield is 0.670. The reactants are [F:1][C:2]1[CH:7]=[CH:6][C:5]([C:8](=O)[CH2:9][C:10]2[CH:15]=[CH:14][CH:13]=[CH:12][CH:11]=2)=[CH:4][C:3]=1[O:17][CH3:18].[CH3:19][C:20]([S@:23]([NH2:25])=[O:24])([CH3:22])[CH3:21]. The product is [F:1][C:2]1[CH:7]=[CH:6][C:5](/[C:8](=[N:25]/[S@@:23]([C:20]([CH3:22])([CH3:21])[CH3:19])=[O:24])/[CH2:9][C:10]2[CH:15]=[CH:14][CH:13]=[CH:12][CH:11]=2)=[CH:4][C:3]=1[O:17][CH3:18]. The catalyst is C1COCC1. (4) The reactants are [C:1]1([CH3:22])[CH:6]=[CH:5][C:4]([S:7]([N:10]2[C:14]3[N:15]=[CH:16][N:17]=[C:18]([C:19](=[O:21])[CH3:20])[C:13]=3[CH:12]=[CH:11]2)(=[O:9])=[O:8])=[CH:3][CH:2]=1.[BrH:23].BrBr. The catalyst is C(O)(=O)C. The product is [Br:23][CH2:20][C:19]([C:18]1[C:13]2[CH:12]=[CH:11][N:10]([S:7]([C:4]3[CH:3]=[CH:2][C:1]([CH3:22])=[CH:6][CH:5]=3)(=[O:9])=[O:8])[C:14]=2[N:15]=[CH:16][N:17]=1)=[O:21]. The yield is 0.566. (5) The reactants are [O:1]1[C:5]2[CH:6]=[CH:7][C:8]([CH2:10][N:11]([C:25]3[C:30]([Cl:31])=[CH:29][C:28]([C:32]([F:35])([F:34])[F:33])=[CH:27][N:26]=3)[S:12]([C:15]3[CH:24]=[CH:23][C:18]([C:19]([O:21]C)=[O:20])=[CH:17][CH:16]=3)(=[O:14])=[O:13])=[CH:9][C:4]=2[CH:3]=[CH:2]1.[OH-].[Na+].Cl. The catalyst is C1COCC1. The product is [O:1]1[C:5]2[CH:6]=[CH:7][C:8]([CH2:10][N:11]([C:25]3[C:30]([Cl:31])=[CH:29][C:28]([C:32]([F:33])([F:35])[F:34])=[CH:27][N:26]=3)[S:12]([C:15]3[CH:24]=[CH:23][C:18]([C:19]([OH:21])=[O:20])=[CH:17][CH:16]=3)(=[O:14])=[O:13])=[CH:9][C:4]=2[CH:3]=[CH:2]1. The yield is 0.740. (6) The reactants are C1(P(C2C=CC=CC=2)C2C=CC=CC=2)C=CC=CC=1.BrN1C(=O)CCC1=O.[CH:28]1([CH2:35][CH:36]([C:40]2[CH:45]=[CH:44][C:43]([S:46]([CH3:49])(=[O:48])=[O:47])=[CH:42][CH:41]=2)[C:37]([OH:39])=O)[CH2:34][CH2:33][CH2:32][CH2:31][CH2:30][CH2:29]1.[NH2:50][C:51]1[S:52][CH:53]=[CH:54][N:55]=1. The catalyst is C(Cl)Cl. The product is [CH:28]1([CH2:35][CH:36]([C:40]2[CH:45]=[CH:44][C:43]([S:46]([CH3:49])(=[O:48])=[O:47])=[CH:42][CH:41]=2)[C:37]([NH:50][C:51]2[S:52][CH:53]=[CH:54][N:55]=2)=[O:39])[CH2:29][CH2:30][CH2:31][CH2:32][CH2:33][CH2:34]1. The yield is 0.760. (7) The reactants are [CH3:1][O:2][C:3]1[CH:4]=[C:5]2[C:10](=[CH:11][C:12]=1[O:13][CH3:14])[N:9]=[C:8]([O:15][C@H:16]1[CH2:21][CH2:20][C@H:19]([OH:22])[CH2:18][CH2:17]1)[CH:7]=[N:6]2.[H-].[Na+].[CH3:25]I. The catalyst is C1COCC1.CN(C=O)C. The product is [CH3:1][O:2][C:3]1[CH:4]=[C:5]2[C:10](=[CH:11][C:12]=1[O:13][CH3:14])[N:9]=[C:8]([O:15][CH:16]1[CH2:21][CH2:20][CH:19]([O:22][CH3:25])[CH2:18][CH2:17]1)[CH:7]=[N:6]2. The yield is 0.450. (8) The catalyst is C1COCC1. The reactants are [F:1][C:2]1[CH:7]=[CH:6][CH:5]=[C:4]([F:8])[C:3]=1[N:9]1[C:14]2[N:15]=[C:16](S(C)=O)[N:17]=[C:18]([C:19]3[CH:20]=[C:21]([CH:28]=[CH:29][C:30]=3[CH3:31])[C:22]([NH:24][CH:25]([CH3:27])[CH3:26])=[O:23])[C:13]=2[CH2:12][NH:11][C:10]1=[O:35].[CH3:36][CH:37]([NH:39][CH2:40][CH2:41][CH2:42][NH2:43])[CH3:38]. The product is [F:1][C:2]1[CH:7]=[CH:6][CH:5]=[C:4]([F:8])[C:3]=1[N:9]1[C:14]2[N:15]=[C:16]([NH:43][CH2:42][CH2:41][CH2:40][NH:39][CH:37]([CH3:38])[CH3:36])[N:17]=[C:18]([C:19]3[CH:20]=[C:21]([CH:28]=[CH:29][C:30]=3[CH3:31])[C:22]([NH:24][CH:25]([CH3:27])[CH3:26])=[O:23])[C:13]=2[CH2:12][NH:11][C:10]1=[O:35]. The yield is 0.680.